Predict the reactants needed to synthesize the given product. From a dataset of Retrosynthesis with 50K atom-mapped reactions and 10 reaction types from USPTO. (1) Given the product COc1c2c(c(O)c3ncccc13)C(=O)N(Cc1ccc(F)cc1)C2SCCC(=O)O, predict the reactants needed to synthesize it. The reactants are: COC(=O)CCSC1c2c(c(O)c3ncccc3c2OC)C(=O)N1Cc1ccc(F)cc1. (2) Given the product CS(=O)c1ccc(N2CCNCC2)cc1, predict the reactants needed to synthesize it. The reactants are: C1CNCCN1.CS(=O)c1ccc(F)cc1. (3) Given the product COc1cc(Br)ccc1Oc1ccccc1, predict the reactants needed to synthesize it. The reactants are: COc1cc(Br)ccc1O.OB(O)c1ccccc1. (4) Given the product O=c1[nH]c2ccc(C=C3c4ccc(F)cc4COc4cc(F)ccc43)cc2[nH]1, predict the reactants needed to synthesize it. The reactants are: CC1(C)OB(c2ccc3[nH]c(=O)[nH]c3c2)OC1(C)C.Fc1ccc2c(c1)COc1cc(F)ccc1C2=CBr. (5) Given the product Cc1cc(C(F)(F)F)nn1-c1nc(Nc2cccc(S(C)(=O)=O)c2)ncc1-c1cccc(/C=C/C(=O)O)c1, predict the reactants needed to synthesize it. The reactants are: CCOC(=O)/C=C/c1cccc(-c2cnc(Nc3cccc(S(C)(=O)=O)c3)nc2-n2nc(C(F)(F)F)cc2C)c1.